From a dataset of Forward reaction prediction with 1.9M reactions from USPTO patents (1976-2016). Predict the product of the given reaction. (1) Given the reactants [F:1][C:2]1[CH:7]=[CH:6][CH:5]=[C:4]([F:8])[C:3]=1[CH:9]1[NH:14][C:13]2[CH:15]=[CH:16][C:17](B3OC(C)(C)C(C)(C)O3)=[CH:18][C:12]=2[O:11][CH2:10]1.C([O-])([O-])=O.[K+].[K+].COC1C=CC=C(OC)C=1C1C=CC=CC=1P(C1CCCCC1)C1CCCCC1.Br[C:64]1[CH:69]=[C:68]([C:70]([F:73])([F:72])[F:71])[CH:67]=[CH:66][C:65]=1[CH3:74], predict the reaction product. The product is: [F:8][C:4]1[CH:5]=[CH:6][CH:7]=[C:2]([F:1])[C:3]=1[CH:9]1[NH:14][C:13]2[CH:15]=[CH:16][C:17]([C:66]3[CH:67]=[C:68]([C:70]([F:71])([F:73])[F:72])[CH:69]=[CH:64][C:65]=3[CH3:74])=[CH:18][C:12]=2[O:11][CH2:10]1. (2) The product is: [F:1][C:2]([CH:3]1[CH2:8][CH2:7][N:6]([C:9]([O:11][C:12]([CH3:13])([CH3:14])[CH3:15])=[O:10])[CH2:5][CH2:4]1)([S:16]([C:19]1[CH:20]=[N:21][C:22]([O:25][CH3:26])=[CH:23][CH:24]=1)(=[O:17])=[O:18])[CH3:27]. Given the reactants [F:1][CH:2]([S:16]([C:19]1[CH:20]=[N:21][C:22]([O:25][CH3:26])=[CH:23][CH:24]=1)(=[O:18])=[O:17])[CH:3]1[CH2:8][CH2:7][N:6]([C:9]([O:11][C:12]([CH3:15])([CH3:14])[CH3:13])=[O:10])[CH2:5][CH2:4]1.[CH3:27][Si]([N-][Si](C)(C)C)(C)C.[Na+].IC, predict the reaction product. (3) Given the reactants [Cl:1][C:2]1[C:3]([F:34])=[C:4]([NH:8][C:9]2[C:18]3[C:13](=[CH:14][C:15]([O:32][CH3:33])=[C:16]([CH2:19][N:20]([CH3:31])[C:21]4([C:27]([NH:29][CH3:30])=[O:28])[CH2:26][CH2:25][CH2:24][NH:23][CH2:22]4)[CH:17]=3)[N:12]=[CH:11][N:10]=2)[CH:5]=[CH:6][CH:7]=1.C(N(C(C)C)CC)(C)C.[CH3:44][S:45](Cl)(=[O:47])=[O:46], predict the reaction product. The product is: [Cl:1][C:2]1[C:3]([F:34])=[C:4]([NH:8][C:9]2[C:18]3[C:13](=[CH:14][C:15]([O:32][CH3:33])=[C:16]([CH2:19][N:20]([CH3:31])[C:21]4([C:27]([NH:29][CH3:30])=[O:28])[CH2:26][CH2:25][CH2:24][N:23]([S:45]([CH3:44])(=[O:47])=[O:46])[CH2:22]4)[CH:17]=3)[N:12]=[CH:11][N:10]=2)[CH:5]=[CH:6][CH:7]=1. (4) Given the reactants C([N:8]1[CH2:13][CH2:12][CH2:11][C@@H:10]([C:14]([OH:16])=O)[CH2:9]1)(OC(C)(C)C)=O.C(OC(=O)[N:23]([C:31]1[CH:36]=[CH:35][C:34]([F:37])=[C:33]([C:38]2[C:43]([Cl:44])=[CH:42][N:41]=[C:40]([NH2:45])[CH:39]=2)[CH:32]=1)[CH2:24][CH:25]1[CH2:30][CH2:29][O:28][CH2:27][CH2:26]1)(C)(C)C.N1C=CC=CC=1, predict the reaction product. The product is: [Cl:44][C:43]1[C:38]([C:33]2[CH:32]=[C:31]([NH:23][CH2:24][CH:25]3[CH2:30][CH2:29][O:28][CH2:27][CH2:26]3)[CH:36]=[CH:35][C:34]=2[F:37])=[CH:39][C:40]([NH:45][C:14]([C@@H:10]2[CH2:11][CH2:12][CH2:13][NH:8][CH2:9]2)=[O:16])=[N:41][CH:42]=1. (5) Given the reactants [S:1]1[CH:5]=[CH:4][CH:3]=[C:2]1[CH2:6][NH:7][C:8]1[CH:9]=[C:10]([CH:13]=[CH:14][CH:15]=1)[C:11]#[N:12].[C:16](Cl)(=[O:19])[CH2:17][CH3:18], predict the reaction product. The product is: [C:11]([C:10]1[CH:9]=[C:8]([N:7]([CH2:6][C:2]2[S:1][CH:5]=[CH:4][CH:3]=2)[C:16](=[O:19])[CH2:17][CH3:18])[CH:15]=[CH:14][CH:13]=1)#[N:12]. (6) Given the reactants [N:1]1([C:7](=[S:9])[NH2:8])[CH2:6][CH2:5][O:4][CH2:3][CH2:2]1.[Cl:10][CH:11](Cl)[C:12](=O)[CH3:13], predict the reaction product. The product is: [Cl:10][CH2:11][C:12]1[N:8]=[C:7]([N:1]2[CH2:6][CH2:5][O:4][CH2:3][CH2:2]2)[S:9][CH:13]=1. (7) Given the reactants [CH3:1][N:2]1[CH2:7][CH2:6][CH:5]([OH:8])[CH2:4][CH2:3]1.[H-].[Na+].[Br:11][C:12]1[CH:17]=[CH:16][CH:15]=[C:14](F)[CH:13]=1, predict the reaction product. The product is: [Br:11][C:12]1[CH:13]=[C:14]([CH:15]=[CH:16][CH:17]=1)[O:8][CH:5]1[CH2:6][CH2:7][N:2]([CH3:1])[CH2:3][CH2:4]1.